This data is from Forward reaction prediction with 1.9M reactions from USPTO patents (1976-2016). The task is: Predict the product of the given reaction. (1) Given the reactants [NH:1]1[CH2:6][CH2:5][C:4]2([O:11][C:10](=[O:12])[NH:9][C:8]3[CH:13]=[CH:14][CH:15]=[CH:16][C:7]2=3)[CH2:3][CH2:2]1.[C:17]1(=O)[CH2:23][CH2:22][CH2:21][CH2:20][CH2:19][CH2:18]1.C(O)(=O)C.C(O[BH-](OC(=O)C)OC(=O)C)(=O)C.[Na+], predict the reaction product. The product is: [CH:17]1([N:1]2[CH2:2][CH2:3][C:4]3([O:11][C:10](=[O:12])[NH:9][C:8]4[CH:13]=[CH:14][CH:15]=[CH:16][C:7]3=4)[CH2:5][CH2:6]2)[CH2:23][CH2:22][CH2:21][CH2:20][CH2:19][CH2:18]1. (2) Given the reactants [Br:1][C:2]1[CH:3]=[C:4]([C@:9]2([CH3:27])[CH2:14][C@@H:13]([C:15]([F:18])([F:17])[F:16])[O:12][C:11]([NH:19][C:20](=[O:26])[O:21][C:22]([CH3:25])([CH3:24])[CH3:23])=[N:10]2)[C:5](F)=[N:6][CH:7]=1.[CH3:28][O-:29].[Na+], predict the reaction product. The product is: [Br:1][C:2]1[CH:3]=[C:4]([C@:9]2([CH3:27])[CH2:14][C@@H:13]([C:15]([F:18])([F:17])[F:16])[O:12][C:11]([NH:19][C:20](=[O:26])[O:21][C:22]([CH3:25])([CH3:24])[CH3:23])=[N:10]2)[C:5]([O:29][CH3:28])=[N:6][CH:7]=1. (3) Given the reactants Br[C@H:2]1[C@H:11](O)[C:10]2[C:5](=[CH:6][CH:7]=[C:8]([Br:13])[CH:9]=2)[O:4][CH2:3]1.[OH-:14].[NH4+:15], predict the reaction product. The product is: [NH2:15][C@H:11]1[C:10]2[C:5](=[CH:6][CH:7]=[C:8]([Br:13])[CH:9]=2)[O:4][CH2:3][C@@H:2]1[OH:14]. (4) Given the reactants [NH2:1][C:2]1[N:6]([CH2:7][CH2:8][OH:9])[N:5]=[C:4]([C:10]([CH3:13])([CH3:12])[CH3:11])[CH:3]=1.[C:14]([Si:18]([CH3:21])([CH3:20])Cl)([CH3:17])([CH3:16])[CH3:15].N1C=CN=C1, predict the reaction product. The product is: [C:10]([C:4]1[CH:3]=[C:2]([NH2:1])[N:6]([CH2:7][CH2:8][O:9][Si:18]([C:14]([CH3:17])([CH3:16])[CH3:15])([CH3:21])[CH3:20])[N:5]=1)([CH3:13])([CH3:12])[CH3:11].